Dataset: Full USPTO retrosynthesis dataset with 1.9M reactions from patents (1976-2016). Task: Predict the reactants needed to synthesize the given product. Given the product [CH2:14]([O:13][C:6]1[CH:7]=[CH:8][C:9]([N+:10]([O-:12])=[O:11])=[C:4]([N+:1]([O-:3])=[O:2])[CH:5]=1)[C:15]1[CH:20]=[CH:19][CH:18]=[CH:17][CH:16]=1, predict the reactants needed to synthesize it. The reactants are: [N+:1]([C:4]1[CH:5]=[C:6]([OH:13])[CH:7]=[CH:8][C:9]=1[N+:10]([O-:12])=[O:11])([O-:3])=[O:2].[CH2:14](Br)[C:15]1[CH:20]=[CH:19][CH:18]=[CH:17][CH:16]=1.C(=O)([O-])[O-].[K+].[K+].